Dataset: Full USPTO retrosynthesis dataset with 1.9M reactions from patents (1976-2016). Task: Predict the reactants needed to synthesize the given product. (1) Given the product [CH3:15][C:7]1[CH:8]=[CH:9][CH:10]=[C:11]2[C:6]=1[N:5]=[CH:4][N:3]=[C:2]2[Cl:1], predict the reactants needed to synthesize it. The reactants are: [Cl:1][C:2]1[C:11]2[C:6](=[CH:7][CH:8]=[C:9](C)[CH:10]=2)[NH:5][C:4](=O)[N:3]=1.F[C:15](F)(F)C1C=C(C=CC=1)N. (2) Given the product [C:18]1([C:4]2[CH:3]=[C:2]([C:27]3([OH:30])[CH2:28][CH2:29][S:24][CH2:25][CH2:26]3)[CH:7]=[CH:6][C:5]=2[NH:8][C:9]([C:11]2[NH:12][CH:13]=[C:14]([C:16]#[N:17])[N:15]=2)=[O:10])[CH2:23][CH2:22][CH2:21][CH2:20][CH:19]=1, predict the reactants needed to synthesize it. The reactants are: Br[C:2]1[CH:7]=[CH:6][C:5]([NH:8][C:9]([C:11]2[NH:12][CH:13]=[C:14]([C:16]#[N:17])[N:15]=2)=[O:10])=[C:4]([C:18]2[CH2:23][CH2:22][CH2:21][CH2:20][CH:19]=2)[CH:3]=1.[S:24]1[CH2:29][CH2:28][C:27](=[O:30])[CH2:26][CH2:25]1. (3) The reactants are: [Cl:1][C:2]1[CH:7]=[C:6]2[NH:8][C:9](=[O:40])[C:10]3([CH:15]([C:16]4[CH:21]=[CH:20][CH:19]=[C:18]([Cl:22])[CH:17]=4)[CH2:14][C:13](=[O:23])[NH:12][CH:11]3[C:24]3[CH:29]=[C:28](I)[CH:27]=[CH:26][C:25]=3[O:31][C:32]3[CH:37]=[C:36]([CH3:38])[N:35]=[C:34]([CH3:39])[CH:33]=3)[C:5]2=[CH:4][CH:3]=1.C[Si]([C:45]#[CH:46])(C)C.C(N(CC)CC)C.[OH-].[Na+]. Given the product [Cl:1][C:2]1[CH:7]=[C:6]2[NH:8][C:9](=[O:40])[C:10]3([CH:15]([C:16]4[CH:21]=[CH:20][CH:19]=[C:18]([Cl:22])[CH:17]=4)[CH2:14][C:13](=[O:23])[NH:12][CH:11]3[C:24]3[CH:29]=[C:28]([C:45]#[CH:46])[CH:27]=[CH:26][C:25]=3[O:31][C:32]3[CH:37]=[C:36]([CH3:38])[N:35]=[C:34]([CH3:39])[CH:33]=3)[C:5]2=[CH:4][CH:3]=1, predict the reactants needed to synthesize it. (4) Given the product [NH2:40][C@H:41]([CH3:45])[C:42]([NH:1][C:2]1[CH:3]=[CH:4][C:5]([CH2:6][N:7]([CH:15]2[CH2:20][CH2:19][CH2:18][CH2:17][CH2:16]2)[C:8]([C:10]2[O:11][CH:12]=[CH:13][CH:14]=2)=[O:9])=[CH:21][CH:22]=1)=[O:43], predict the reactants needed to synthesize it. The reactants are: [NH2:1][C:2]1[CH:22]=[CH:21][C:5]([CH2:6][N:7]([CH:15]2[CH2:20][CH2:19][CH2:18][CH2:17][CH2:16]2)[C:8]([C:10]2[O:11][CH:12]=[CH:13][CH:14]=2)=[O:9])=[CH:4][CH:3]=1.C1C2C(COC([NH:40][C@H:41]([CH3:45])[C:42](O)=[O:43])=O)C3C(=CC=CC=3)C=2C=CC=1. (5) Given the product [C:21]([O:20][C:18](=[O:19])[NH:10][CH2:9][C:6]1[N:7]=[N:8][C:3]([Cl:2])=[CH:4][CH:5]=1)([CH3:24])([CH3:23])[CH3:22], predict the reactants needed to synthesize it. The reactants are: Cl.[Cl:2][C:3]1[N:8]=[N:7][C:6]([CH2:9][NH2:10])=[CH:5][CH:4]=1.C(N(CC)CC)C.[C:18](O[C:18]([O:20][C:21]([CH3:24])([CH3:23])[CH3:22])=[O:19])([O:20][C:21]([CH3:24])([CH3:23])[CH3:22])=[O:19]. (6) Given the product [C:15]1([CH:14]([C:21]2[CH:26]=[CH:25][CH:24]=[CH:23][CH:22]=2)[CH2:13][NH:12][C:10]2[C:9]3[C:4](=[CH:5][CH:6]=[CH:7][CH:8]=3)[N:3]=[C:2]([C:32]3[CH:31]=[N:30][C:29]([NH:28][CH3:27])=[N:34][CH:33]=3)[N:11]=2)[CH:20]=[CH:19][CH:18]=[CH:17][CH:16]=1, predict the reactants needed to synthesize it. The reactants are: Cl[C:2]1[N:11]=[C:10]([NH:12][CH2:13][CH:14]([C:21]2[CH:26]=[CH:25][CH:24]=[CH:23][CH:22]=2)[C:15]2[CH:20]=[CH:19][CH:18]=[CH:17][CH:16]=2)[C:9]2[C:4](=[CH:5][CH:6]=[CH:7][CH:8]=2)[N:3]=1.[CH3:27][NH:28][C:29]1[N:34]=[CH:33][C:32](B2OC(C)(C)C(C)(C)O2)=[CH:31][N:30]=1.C(NC1C2C(=CC=CC=2)N=C(C2SC3C=CC=CC=3C=2)N=1)(C1C=CC=CC=1)C1C=CC=CC=1.